This data is from Forward reaction prediction with 1.9M reactions from USPTO patents (1976-2016). The task is: Predict the product of the given reaction. (1) Given the reactants [Br:1][C:2]1[CH:7]=[CH:6][C:5]([S:8]([NH:11][C:12]2[C:21]3[C:16](=[CH:17][CH:18]=[CH:19][CH:20]=3)[C:15]([O:22][CH3:23])=[C:14]([S:24][CH2:25][C:26]([O:28]C)=[O:27])[CH:13]=2)(=[O:10])=[O:9])=[CH:4][CH:3]=1.[Li+].[OH-], predict the reaction product. The product is: [Br:1][C:2]1[CH:7]=[CH:6][C:5]([S:8]([NH:11][C:12]2[C:21]3[C:16](=[CH:17][CH:18]=[CH:19][CH:20]=3)[C:15]([O:22][CH3:23])=[C:14]([S:24][CH2:25][C:26]([OH:28])=[O:27])[CH:13]=2)(=[O:9])=[O:10])=[CH:4][CH:3]=1. (2) The product is: [Cl:1][C:2]1[C:7]2[C:8](=[O:22])[N:9]([CH2:11][C:12]3[CH:17]=[CH:16][C:15]([O:18][CH3:19])=[CH:14][C:13]=3[O:20][CH3:21])[CH2:10][C:6]=2[C:5]([F:23])=[C:4]([NH:25][C@H:26]([CH2:30][CH:31]([CH3:33])[CH3:32])[C:27]([NH2:29])=[O:28])[N:3]=1. Given the reactants [Cl:1][C:2]1[C:7]2[C:8](=[O:22])[N:9]([CH2:11][C:12]3[CH:17]=[CH:16][C:15]([O:18][CH3:19])=[CH:14][C:13]=3[O:20][CH3:21])[CH2:10][C:6]=2[C:5]([F:23])=[C:4](Cl)[N:3]=1.[NH2:25][C@H:26]([CH2:30][CH:31]([CH3:33])[CH3:32])[C:27]([NH2:29])=[O:28].C(N(C)C(C)C)(C)C, predict the reaction product. (3) Given the reactants BrC1C=C(F)C=C2C=1C=CC(=O)N2.[Br:14][C:15]1[CH:24]=[C:23]2[C:18]([CH:19]=[CH:20][C:21](=[O:25])[NH:22]2)=[C:17]([F:26])[CH:16]=1.[H-].[Na+].FC1C=C2C(C=CC(=O)N2CCN2CCC(NCC3C=CC4OCC(=O)NC=4N=3)CC2)=CC=1.FC1C=C2C(N=CC(=O)N2[CH2:73][CH2:74][N:75]2[CH2:80][CH2:79][CH:78]([NH:81][C:82](=[O:88])[O:83][C:84]([CH3:87])([CH3:86])[CH3:85])[CH2:77][CH2:76]2)=CC=1, predict the reaction product. The product is: [Br:14][C:15]1[CH:24]=[C:23]2[C:18]([CH:19]=[CH:20][C:21](=[O:25])[N:22]2[CH2:73][CH2:74][N:75]2[CH2:80][CH2:79][CH:78]([NH:81][C:82](=[O:88])[O:83][C:84]([CH3:87])([CH3:86])[CH3:85])[CH2:77][CH2:76]2)=[C:17]([F:26])[CH:16]=1. (4) Given the reactants [OH:1][C:2]1([C:15]2[S:16][C:17]([C:20]3[CH:25]=[C:24]([CH3:26])[CH:23]=[C:22]([NH:27][C:28]4[CH:33]=[C:32]([C:34]([F:37])([F:36])[F:35])[CH:31]=[CH:30][N:29]=4)[N:21]=3)=[CH:18][N:19]=2)[C:10]2[C:5](=[CH:6][C:7]([C:11]([O:13]C)=[O:12])=[CH:8][CH:9]=2)[CH2:4][CH2:3]1.[OH-].[K+], predict the reaction product. The product is: [OH:1][C:2]1([C:15]2[S:16][C:17]([C:20]3[CH:25]=[C:24]([CH3:26])[CH:23]=[C:22]([NH:27][C:28]4[CH:33]=[C:32]([C:34]([F:35])([F:37])[F:36])[CH:31]=[CH:30][N:29]=4)[N:21]=3)=[CH:18][N:19]=2)[C:10]2[C:5](=[CH:6][C:7]([C:11]([OH:13])=[O:12])=[CH:8][CH:9]=2)[CH2:4][CH2:3]1. (5) Given the reactants [O:1]=[CH:2][C@@H:3]([C@H:5]([C@H:7]([C@@H:9]([C:11]([OH:13])=[O:12])[OH:10])[OH:8])[OH:6])[OH:4].[O:14]=C[C@@H]([C@H]([C@H]([C@@H](C(O)=O)O)O)O)O.O=C[C@@H]([C@H]([C@H]([C@@H](C(O)=O)O)O)O)O, predict the reaction product. The product is: [C@H:5]([OH:6])([C@H:3]([OH:4])[C:2]([OH:14])=[O:1])[C@H:7]([OH:8])[C@@H:9]([OH:10])[C:11]([OH:13])=[O:12]. (6) The product is: [Cl:33][C:30]1[CH:31]=[CH:32][C:26]2[O:25][C:24]([NH:23][C:12](=[O:13])[CH:11]([C:8]3[CH:7]=[CH:6][C:5]([S:2]([CH3:1])(=[O:4])=[O:3])=[CH:10][CH:9]=3)[CH2:15][C:16]3[CH:21]=[CH:20][CH:19]=[CH:18][C:17]=3[CH3:22])=[N:28][C:27]=2[CH:29]=1. Given the reactants [CH3:1][S:2]([C:5]1[CH:10]=[CH:9][C:8]([CH:11]([CH2:15][C:16]2[CH:21]=[CH:20][CH:19]=[CH:18][C:17]=2[CH3:22])[C:12](O)=[O:13])=[CH:7][CH:6]=1)(=[O:4])=[O:3].[NH2:23][C:24]1[O:25][C:26]2[CH:32]=[CH:31][C:30]([Cl:33])=[CH:29][C:27]=2[N:28]=1.CCN=C=NCCCN(C)C.Cl, predict the reaction product. (7) Given the reactants [NH2:1][C:2]1[CH:7]=[CH:6][CH:5]=[C:4]([S:8]([NH2:11])(=[O:10])=[O:9])[CH:3]=1.[CH2:12]([O:19][CH2:20][C:21](Cl)=[O:22])[C:13]1[CH:18]=[CH:17][CH:16]=[CH:15][CH:14]=1.C([O-])(O)=O.[Na+], predict the reaction product. The product is: [NH2:11][S:8]([C:4]1[CH:3]=[C:2]([NH:1][C:21](=[O:22])[CH2:20][O:19][CH2:12][C:13]2[CH:18]=[CH:17][CH:16]=[CH:15][CH:14]=2)[CH:7]=[CH:6][CH:5]=1)(=[O:9])=[O:10].